Task: Predict which catalyst facilitates the given reaction.. Dataset: Catalyst prediction with 721,799 reactions and 888 catalyst types from USPTO (1) Reactant: [Cl:1][C:2]1[C:7]([F:8])=[C:6]([Cl:9])[CH:5]=[CH:4][C:3]=1[C:10]([N:12]1[CH2:17][CH2:16][NH:15][C:14](=O)[CH2:13]1)=[O:11].F[B-](F)(F)F.C([O+](CC)CC)C.[CH3:31][O:32][C:33]1[CH:38]=[CH:37][N:36]=[C:35]([C:39]([NH:41][NH2:42])=O)[CH:34]=1. Product: [Cl:1][C:2]1[C:7]([F:8])=[C:6]([Cl:9])[CH:5]=[CH:4][C:3]=1[C:10]([N:12]1[CH2:17][CH2:16][N:15]2[C:39]([C:35]3[CH:34]=[C:33]([O:32][CH3:31])[CH:38]=[CH:37][N:36]=3)=[N:41][N:42]=[C:14]2[CH2:13]1)=[O:11]. The catalyst class is: 4. (2) Reactant: C(ON=O)(C)(C)C.N[C:9]1[CH:14]=[CH:13][C:12]([NH:15][C:16](=[O:31])[C:17]([F:30])([F:29])[C:18]2[C:27]3[C:22](=[CH:23][CH:24]=[CH:25][CH:26]=3)[C:21]([F:28])=[CH:20][CH:19]=2)=[C:11]([F:32])[C:10]=1[CH2:33][CH2:34][OH:35].[ClH:36]. Product: [Cl:36][C:9]1[CH:14]=[CH:13][C:12]([NH:15][C:16](=[O:31])[C:17]([F:30])([F:29])[C:18]2[C:27]3[C:22](=[CH:23][CH:24]=[CH:25][CH:26]=3)[C:21]([F:28])=[CH:20][CH:19]=2)=[C:11]([F:32])[C:10]=1[CH2:33][CH2:34][OH:35]. The catalyst class is: 879.